Dataset: Reaction yield outcomes from USPTO patents with 853,638 reactions. Task: Predict the reaction yield, written as a fraction of the theoretical maximum amount of product (1.0 means a 100% yield; for example, 0.34 means a 34% yield). (1) The reactants are [Na].C([O:5][C:6]1[CH:11]=[CH:10][C:9]([C:12]2[S:13][C:14]3[CH2:15][N:16]([C:21](=[O:23])[CH3:22])[CH2:17][CH2:18][C:19]=3[N:20]=2)=[C:8]([F:24])[CH:7]=1)(=O)C. The catalyst is CO. The product is [F:24][C:8]1[CH:7]=[C:6]([OH:5])[CH:11]=[CH:10][C:9]=1[C:12]1[S:13][C:14]2[CH2:15][N:16]([C:21](=[O:23])[CH3:22])[CH2:17][CH2:18][C:19]=2[N:20]=1. The yield is 1.00. (2) The reactants are [Br:1][C:2]1[CH:7]=[C:6]([F:8])[CH:5]=[CH:4][C:3]=1[C:9](=[O:11])[CH3:10].[Br-:12].[Br-].[Br-].C1([N+](C)(C)C)C=CC=CC=1.C1([N+](C)(C)C)C=CC=CC=1.C1([N+](C)(C)C)C=CC=CC=1. The catalyst is O1CCCC1. The product is [Br:12][CH2:10][C:9]([C:3]1[CH:4]=[CH:5][C:6]([F:8])=[CH:7][C:2]=1[Br:1])=[O:11]. The yield is 0.630. (3) The reactants are Br[C:2]1[CH:7]=[C:6]([C:8]([OH:10])=[O:9])[CH:5]=[CH:4][N:3]=1.[C:11]1(B(O)O)[CH:16]=[CH:15][CH:14]=[CH:13][CH:12]=1.C([O-])([O-])=O.[K+].[K+].Cl. The catalyst is O.CC([O-])=O.CC([O-])=O.[Pd+2]. The product is [C:11]1([C:2]2[CH:7]=[C:6]([C:8]([OH:10])=[O:9])[CH:5]=[CH:4][N:3]=2)[CH:16]=[CH:15][CH:14]=[CH:13][CH:12]=1. The yield is 0.470. (4) The reactants are [Cl:1][C:2]1[CH:7]=[C:6]([Cl:8])[CH:5]=[C:4]([Cl:9])[C:3]=1[C:10]1[C:11]([OH:16])=[CH:12][CH:13]=[CH:14][CH:15]=1.C(=O)([O-])[O-].[K+].[K+].C(Br)C=C.[CH2:27]([O:30]CC=C)[CH:28]=[CH2:29].C(C1C(C(F)(F)F)=CC=C(Cl)C=1O)C=C.C(C1C=CC=C(C2C(Cl)=CC(Cl)=CC=2Cl)C=1O)C=C.ClC1C=C(C=CC=1)C(OO)=O.ClC1C2OC(CO)CC=2C(C(F)(F)F)=CC=1. The catalyst is C1(C)C=C(C)C=C(C)C=1. The product is [Cl:1][C:2]1[CH:7]=[C:6]([Cl:8])[CH:5]=[C:4]([Cl:9])[C:3]=1[C:10]1[C:11]2[O:16][CH:28]([CH2:27][OH:30])[CH2:29][C:12]=2[CH:13]=[CH:14][CH:15]=1. The yield is 0.950. (5) The product is [C:6]([C:10]1[O:11][C:12]([C:15]([OH:17])=[O:16])=[CH:13][CH:14]=1)([CH3:9])([CH3:8])[CH3:7]. The yield is 0.690. The reactants are C([Li])CCC.[C:6]([C:10]1[O:11][CH:12]=[CH:13][CH:14]=1)([CH3:9])([CH3:8])[CH3:7].[C:15](=[O:17])=[O:16]. The catalyst is C1COCC1. (6) The reactants are C([Li])CCC.C(NC(C)C)(C)C.[Br:13][C:14]1[CH:19]=[CH:18][C:17]([Cl:20])=[CH:16][N:15]=1.[F:21][C:22]1[CH:29]=[CH:28][C:27]([F:30])=[CH:26][C:23]=1[CH:24]=[O:25]. The catalyst is CCCCCC.O.O1CCCC1. The product is [Br:13][C:14]1[CH:19]=[C:18]([CH:24]([C:23]2[CH:26]=[C:27]([F:30])[CH:28]=[CH:29][C:22]=2[F:21])[OH:25])[C:17]([Cl:20])=[CH:16][N:15]=1. The yield is 0.750. (7) The reactants are [NH2:1][C:2]1[N:3]=[CH:4][C:5]([O:8][C:9]2[C:10]3[C:14]([CH:15]=[C:16]([C:18]([O:20][CH2:21][CH3:22])=[O:19])[CH:17]=2)=[N:13][N:12]([CH2:23][CH3:24])[CH:11]=3)=[N:6][CH:7]=1.N1C=CC=CC=1.[C:31](Cl)(=[O:33])[CH3:32]. The catalyst is ClCCl. The product is [C:31]([NH:1][C:2]1[N:3]=[CH:4][C:5]([O:8][C:9]2[C:10]3[C:14]([CH:15]=[C:16]([C:18]([O:20][CH2:21][CH3:22])=[O:19])[CH:17]=2)=[N:13][N:12]([CH2:23][CH3:24])[CH:11]=3)=[N:6][CH:7]=1)(=[O:33])[CH3:32]. The yield is 0.920. (8) The reactants are [NH:1]1[CH2:6][CH2:5][CH:4]([CH2:7][O:8][C:9]2[CH:18]=[CH:17][CH:16]=[C:15]3[C:10]=2[C:11]([NH2:20])=[N:12][C:13]([NH2:19])=[N:14]3)[CH2:3][CH2:2]1.[C:21]1([CH3:31])[CH:26]=[CH:25][CH:24]=[C:23]([S:27](Cl)(=[O:29])=[O:28])[CH:22]=1. No catalyst specified. The product is [C:21]1([CH3:31])[CH:26]=[CH:25][CH:24]=[C:23]([S:27]([N:1]2[CH2:6][CH2:5][CH:4]([CH2:7][O:8][C:9]3[CH:18]=[CH:17][CH:16]=[C:15]4[C:10]=3[C:11]([NH2:20])=[N:12][C:13]([NH2:19])=[N:14]4)[CH2:3][CH2:2]2)(=[O:29])=[O:28])[CH:22]=1. The yield is 0.830.